From a dataset of Full USPTO retrosynthesis dataset with 1.9M reactions from patents (1976-2016). Predict the reactants needed to synthesize the given product. (1) Given the product [OH:28][N:27]=[C:23]([NH2:24])[C:22]1[CH:21]=[CH:20][C:19]([O:18][CH2:17][CH2:16][CH2:15][N:12]2[CH2:11][CH2:10][CH:9]([CH2:8][CH2:7][CH2:6][OH:5])[CH2:14][CH2:13]2)=[CH:26][CH:25]=1, predict the reactants needed to synthesize it. The reactants are: CS(C)=O.[OH:5][CH2:6][CH2:7][CH2:8][CH:9]1[CH2:14][CH2:13][N:12]([CH2:15][CH2:16][CH2:17][O:18][C:19]2[CH:26]=[CH:25][C:22]([C:23]#[N:24])=[CH:21][CH:20]=2)[CH2:11][CH2:10]1.[NH2:27][OH:28].CC(O)C. (2) Given the product [CH2:1]([O:3][C:4](=[O:13])[C:5]1[CH:10]=[CH:9][CH:8]=[C:7]([C:11]2[O:23][N:22]=[C:21]([C:18]3[CH:19]=[CH:20][C:15]([Cl:14])=[CH:16][CH:17]=3)[CH:12]=2)[CH:6]=1)[CH3:2], predict the reactants needed to synthesize it. The reactants are: [CH2:1]([O:3][C:4](=[O:13])[C:5]1[CH:10]=[CH:9][CH:8]=[C:7]([C:11]#[CH:12])[CH:6]=1)[CH3:2].[Cl:14][C:15]1[CH:20]=[CH:19][C:18]([C:21](Cl)=[N:22][OH:23])=[CH:17][CH:16]=1.N1C=CC=CC=1.C(N(CC)CC)C. (3) The reactants are: [Cl:1][C:2]1[C:3]([CH2:16][CH2:17][C:18]([O:20]C)=O)=[C:4](C(OC)=O)[C:5]2[C:9]([CH:10]=1)=[N:8][N:7]([CH3:11])[CH:6]=2.CO.C[O-].[Na+].S(=O)(=O)(O)O.[OH-].[Na+]. Given the product [Cl:1][C:2]1[C:3]2[CH2:16][CH2:17][C:18](=[O:20])[C:4]=2[C:5]2[C:9]([CH:10]=1)=[N:8][N:7]([CH3:11])[CH:6]=2, predict the reactants needed to synthesize it.